Dataset: Full USPTO retrosynthesis dataset with 1.9M reactions from patents (1976-2016). Task: Predict the reactants needed to synthesize the given product. (1) Given the product [NH:5]1[C:17]2[CH:22]=[CH:21][CH:20]=[CH:19][C:18]=2[N:23]=[C:4]1[CH2:6][NH:7][C:8](=[O:14])[O:9][C:10]([CH3:11])([CH3:13])[CH3:12], predict the reactants needed to synthesize it. The reactants are: O(C)[Na].[C:4]([CH2:6][NH:7][C:8](=[O:14])[O:9][C:10]([CH3:13])([CH3:12])[CH3:11])#[N:5].Cl.Cl.[C:17]1(N)[CH:22]=[CH:21][CH:20]=[CH:19][C:18]=1[NH2:23].O. (2) The reactants are: [CH3:1][O:2][C:3](=[O:35])[CH:4]([NH:13][C:14](=[O:34])[C@H:15]([NH:23][C:24](=[O:33])[CH2:25][CH2:26][C:27]1[CH:32]=[CH:31][CH:30]=[CH:29][CH:28]=1)[CH2:16][C:17]1[CH:22]=[CH:21][CH:20]=[CH:19][CH:18]=1)[CH2:5][CH2:6][CH2:7][C:8]1[NH:9][CH:10]=[N:11][CH:12]=1.[C:36]1([C:42](Cl)([C:49]2[CH:54]=[CH:53][CH:52]=[CH:51][CH:50]=2)[C:43]2[CH:48]=[CH:47][CH:46]=[CH:45][CH:44]=2)[CH:41]=[CH:40][CH:39]=[CH:38][CH:37]=1.C(N(CC)CC)C. Given the product [CH3:1][O:2][C:3](=[O:35])[CH:4]([NH:13][C:14](=[O:34])[C@H:15]([NH:23][C:24](=[O:33])[CH2:25][CH2:26][C:27]1[CH:32]=[CH:31][CH:30]=[CH:29][CH:28]=1)[CH2:16][C:17]1[CH:18]=[CH:19][CH:20]=[CH:21][CH:22]=1)[CH2:5][CH2:6][CH2:7][C:8]1[N:9]=[CH:10][N:11]([C:42]([C:36]2[CH:41]=[CH:40][CH:39]=[CH:38][CH:37]=2)([C:49]2[CH:50]=[CH:51][CH:52]=[CH:53][CH:54]=2)[C:43]2[CH:44]=[CH:45][CH:46]=[CH:47][CH:48]=2)[CH:12]=1, predict the reactants needed to synthesize it.